This data is from NCI-60 drug combinations with 297,098 pairs across 59 cell lines. The task is: Regression. Given two drug SMILES strings and cell line genomic features, predict the synergy score measuring deviation from expected non-interaction effect. (1) Drug 1: C1=NC2=C(N1)C(=S)N=C(N2)N. Drug 2: CC=C1C(=O)NC(C(=O)OC2CC(=O)NC(C(=O)NC(CSSCCC=C2)C(=O)N1)C(C)C)C(C)C. Cell line: UACC-257. Synergy scores: CSS=63.4, Synergy_ZIP=-3.90, Synergy_Bliss=-1.34, Synergy_Loewe=-17.7, Synergy_HSA=1.44. (2) Drug 1: CCC1=CC2CC(C3=C(CN(C2)C1)C4=CC=CC=C4N3)(C5=C(C=C6C(=C5)C78CCN9C7C(C=CC9)(C(C(C8N6C)(C(=O)OC)O)OC(=O)C)CC)OC)C(=O)OC.C(C(C(=O)O)O)(C(=O)O)O. Drug 2: B(C(CC(C)C)NC(=O)C(CC1=CC=CC=C1)NC(=O)C2=NC=CN=C2)(O)O. Cell line: MDA-MB-231. Synergy scores: CSS=23.7, Synergy_ZIP=-7.58, Synergy_Bliss=-5.56, Synergy_Loewe=-2.71, Synergy_HSA=-3.29. (3) Drug 1: C1=CC(=CC=C1C#N)C(C2=CC=C(C=C2)C#N)N3C=NC=N3. Drug 2: C1C(C(OC1N2C=NC3=C2NC=NCC3O)CO)O. Cell line: SNB-75. Synergy scores: CSS=3.88, Synergy_ZIP=-1.80, Synergy_Bliss=-0.511, Synergy_Loewe=-1.68, Synergy_HSA=-0.0791.